The task is: Predict which catalyst facilitates the given reaction.. This data is from Catalyst prediction with 721,799 reactions and 888 catalyst types from USPTO. Reactant: [NH2:1][C:2]1[CH:23]=[CH:22][C:5]([O:6][C:7]2[CH:12]=[CH:11][N:10]=[C:9]([NH:13][C:14]([N:16]3[CH2:21][CH2:20][O:19][CH2:18][CH2:17]3)=[O:15])[CH:8]=2)=[C:4]([F:24])[CH:3]=1.[C:25]1([CH2:31][C:32]([N:34]=[C:35]=[S:36])=[O:33])[CH:30]=[CH:29][CH:28]=[CH:27][CH:26]=1. Product: [F:24][C:4]1[CH:3]=[C:2]([NH:1][C:35]([NH:34][C:32](=[O:33])[CH2:31][C:25]2[CH:26]=[CH:27][CH:28]=[CH:29][CH:30]=2)=[S:36])[CH:23]=[CH:22][C:5]=1[O:6][C:7]1[CH:12]=[CH:11][N:10]=[C:9]([NH:13][C:14]([N:16]2[CH2:17][CH2:18][O:19][CH2:20][CH2:21]2)=[O:15])[CH:8]=1. The catalyst class is: 483.